From a dataset of Forward reaction prediction with 1.9M reactions from USPTO patents (1976-2016). Predict the product of the given reaction. (1) Given the reactants Br[C:2]1[C:6]2[C:7]([NH:11][CH2:12][C:13]3[CH:18]=[CH:17][CH:16]=[CH:15][N:14]=3)=[N:8][CH:9]=[CH:10][C:5]=2[S:4][CH:3]=1.[C:19]1(B(O)O)[CH:24]=[CH:23][CH:22]=[CH:21][CH:20]=1.C1(P(C2C=CC=CC=2)C2C=CC=CC=2)C=CC=CC=1.C(=O)([O-])[O-].[Na+].[Na+], predict the reaction product. The product is: [C:19]1([C:2]2[C:6]3[C:7]([NH:11][CH2:12][C:13]4[CH:18]=[CH:17][CH:16]=[CH:15][N:14]=4)=[N:8][CH:9]=[CH:10][C:5]=3[S:4][CH:3]=2)[CH:24]=[CH:23][CH:22]=[CH:21][CH:20]=1. (2) Given the reactants [CH:1]1([CH2:4][CH2:5][O:6][CH:7]([C:40]2[CH:45]=[CH:44][CH:43]=[CH:42][CH:41]=2)[CH:8]2[CH2:13][CH2:12][CH2:11][N:10]([C:14]3[C:17](=[O:18])[C:16](=[O:19])[C:15]=3[NH:20][C@@H:21]([CH2:33][CH:34]3[CH2:39][CH2:38][CH2:37][CH2:36][CH2:35]3)[CH2:22][NH:23]C(=O)CCC[Si](C)(C)C)[CH2:9]2)[CH2:3][CH2:2]1.[ClH:46], predict the reaction product. The product is: [ClH:46].[NH2:23][CH2:22][C@@H:21]([NH:20][C:15]1[C:16](=[O:19])[C:17](=[O:18])[C:14]=1[N:10]1[CH2:11][CH2:12][CH2:13][CH:8]([CH:7]([O:6][CH2:5][CH2:4][CH:1]2[CH2:3][CH2:2]2)[C:40]2[CH:45]=[CH:44][CH:43]=[CH:42][CH:41]=2)[CH2:9]1)[CH2:33][CH:34]1[CH2:39][CH2:38][CH2:37][CH2:36][CH2:35]1. (3) Given the reactants [CH3:1][O:2][C:3](=[O:10])[C@@H:4]1[CH2:8][C@H:7]([OH:9])[CH2:6][NH:5]1.C(N(CC)CC)C.[C:18]([C:20]1[CH:21]=[C:22]([S:26](Cl)(=[O:28])=[O:27])[CH:23]=[CH:24][CH:25]=1)#[N:19], predict the reaction product. The product is: [C:18]([C:20]1[CH:21]=[C:22]([S:26]([N:5]2[CH2:6][C@@H:7]([OH:9])[CH2:8][C@H:4]2[C:3]([O:2][CH3:1])=[O:10])(=[O:28])=[O:27])[CH:23]=[CH:24][CH:25]=1)#[N:19]. (4) Given the reactants [CH3:1][N:2]([CH3:33])[C:3]([C@H:5]1[CH2:8][C@@H:7]([N:9]2[C:13]3[N:14]=[CH:15][N:16]=[C:17]([NH2:18])[C:12]=3[C:11]([C:19]3[CH:24]=[CH:23][CH:22]=[C:21]([O:25][CH2:26][C:27]4[CH:32]=[CH:31][CH:30]=[CH:29][CH:28]=4)[CH:20]=3)=[CH:10]2)[CH2:6]1)=O.[H-].[Al+3].[Li+].[H-].[H-].[H-].O.[OH-].[Na+], predict the reaction product. The product is: [CH2:26]([O:25][C:21]1[CH:20]=[C:19]([C:11]2[C:12]3[C:17]([NH2:18])=[N:16][CH:15]=[N:14][C:13]=3[N:9]([C@H:7]3[CH2:8][C@@H:5]([CH2:3][N:2]([CH3:33])[CH3:1])[CH2:6]3)[CH:10]=2)[CH:24]=[CH:23][CH:22]=1)[C:27]1[CH:28]=[CH:29][CH:30]=[CH:31][CH:32]=1. (5) Given the reactants Cl[C:2]1[C:11]2[C:6](=[CH:7][CH:8]=[CH:9][CH:10]=2)[N:5]=[C:4]([C:12]([F:15])([F:14])[F:13])[N:3]=1.[CH3:16][NH:17][NH2:18], predict the reaction product. The product is: [CH3:16][N:17]([C:2]1[C:11]2[C:6](=[CH:7][CH:8]=[CH:9][CH:10]=2)[N:5]=[C:4]([C:12]([F:15])([F:14])[F:13])[N:3]=1)[NH2:18].